Task: Binary Classification. Given a T-cell receptor sequence (or CDR3 region) and an epitope sequence, predict whether binding occurs between them.. Dataset: TCR-epitope binding with 47,182 pairs between 192 epitopes and 23,139 TCRs (1) Result: 1 (the TCR binds to the epitope). The epitope is ELAGIGILTV. The TCR CDR3 sequence is CASSYGQLSNQPQHF. (2) The epitope is FPPTSFGPL. The TCR CDR3 sequence is CASSPDRGSYEQYF. Result: 1 (the TCR binds to the epitope). (3) The epitope is ISPRTLNAW. The TCR CDR3 sequence is CASSIWLSGPNYGYTF. Result: 1 (the TCR binds to the epitope). (4) The epitope is EIYKRWII. The TCR CDR3 sequence is CASSYGGTEAFF. Result: 1 (the TCR binds to the epitope). (5) The epitope is YYRRATRRIR. The TCR CDR3 sequence is CASSQDMNWNTEAFF. Result: 0 (the TCR does not bind to the epitope). (6) The epitope is ATDALMTGY. The TCR CDR3 sequence is CASSLAWTSGKETQYF. Result: 0 (the TCR does not bind to the epitope). (7) The epitope is FVDGVPFVV. The TCR CDR3 sequence is CASNLAGGMSSYNEQFF. Result: 1 (the TCR binds to the epitope).